From a dataset of Reaction yield outcomes from USPTO patents with 853,638 reactions. Predict the reaction yield, written as a fraction of the theoretical maximum amount of product (1.0 means a 100% yield; for example, 0.34 means a 34% yield). (1) The reactants are [NH:1]1[C:5]([CH2:6][CH2:7][N:8]2[CH:12]=[CH:11][C:10]([C:13]3[CH:18]=[CH:17][C:16]([O:19][CH3:20])=[CH:15][CH:14]=3)=[C:9]2[C:21]2[CH:28]=[CH:27][C:24]([C:25]#[N:26])=[CH:23][C:22]=2[CH3:29])=[N:4][N:3]=[N:2]1.[OH-:30].[Na+].OO. The catalyst is CS(C)=O.O. The product is [NH:4]1[C:5]([CH2:6][CH2:7][N:8]2[CH:12]=[CH:11][C:10]([C:13]3[CH:14]=[CH:15][C:16]([O:19][CH3:20])=[CH:17][CH:18]=3)=[C:9]2[C:21]2[CH:28]=[CH:27][C:24]([C:25]([NH2:26])=[O:30])=[CH:23][C:22]=2[CH3:29])=[N:1][N:2]=[N:3]1. The yield is 0.0900. (2) The product is [NH2:1][CH2:4][CH2:5][O:6][CH2:7][CH2:8][O:9][CH2:10][CH:11]([O:22][CH2:23][C:24]([O:26][C:27]([CH3:30])([CH3:29])[CH3:28])=[O:25])[CH2:12][O:13][CH2:14][CH2:15][O:16][CH2:17][CH2:18][NH2:19]. The reactants are [N:1]([CH2:4][CH2:5][O:6][CH2:7][CH2:8][O:9][CH2:10][CH:11]([O:22][CH2:23][C:24]([O:26][C:27]([CH3:30])([CH3:29])[CH3:28])=[O:25])[CH2:12][O:13][CH2:14][CH2:15][O:16][CH2:17][CH2:18][N:19]=[N+]=[N-])=[N+]=[N-].C(O)(=O)C. The catalyst is C(O)C.O.[Ni]. The yield is 1.00. (3) The reactants are [Br:1][C:2]1[N:7]=[C:6]([C:8]([OH:10])=O)[CH:5]=[CH:4][CH:3]=1.[CH3:11][O:12][C:13]1[CH:20]=[CH:19][C:18]([O:21][CH3:22])=[CH:17][C:14]=1[CH2:15][NH2:16].CN(C(ON1N=NC2C=CC=CC1=2)=[N+](C)C)C.[B-](F)(F)(F)F.C(N(CC)C(C)C)(C)C.C([O-])(O)=O.[Na+]. The catalyst is CN(C=O)C. The product is [CH3:11][O:12][C:13]1[CH:20]=[CH:19][C:18]([O:21][CH3:22])=[CH:17][C:14]=1[CH2:15][NH:16][C:8]([C:6]1[CH:5]=[CH:4][CH:3]=[C:2]([Br:1])[N:7]=1)=[O:10]. The yield is 0.570. (4) The reactants are [OH-:1].[Na+].Cl.[NH2:4]O.[C:6]([CH2:12][C:13]#[N:14])(=O)[C:7]([CH3:10])([CH3:9])[CH3:8]. No catalyst specified. The product is [C:7]([C:6]1[CH:12]=[C:13]([NH2:14])[O:1][N:4]=1)([CH3:10])([CH3:9])[CH3:8]. The yield is 0.760. (5) The reactants are [N:1]1([C:7]([NH:9][C@@H:10]([CH2:14][S:15]([CH2:18][C:19]2[CH:24]=[CH:23][CH:22]=[CH:21][CH:20]=2)(=[O:17])=[O:16])[C:11]([OH:13])=O)=[O:8])[CH2:6][CH2:5][O:4][CH2:3][CH2:2]1.[F:25][C:26]([F:40])([F:39])[O:27][C:28]1[CH:33]=[CH:32][C:31]([NH:34][CH2:35][C@@H:36]([NH2:38])[CH3:37])=[CH:30][CH:29]=1.C(Cl)CCl.C1C=CC2N(O)N=NC=2C=1.CN1CCOCC1. The catalyst is C(Cl)Cl. The product is [CH3:37][C@H:36]([NH:38][C:11]([C@@H:10]([NH:9][C:7]([N:1]1[CH2:6][CH2:5][O:4][CH2:3][CH2:2]1)=[O:8])[CH2:14][S:15]([CH2:18][C:19]1[CH:24]=[CH:23][CH:22]=[CH:21][CH:20]=1)(=[O:17])=[O:16])=[O:13])[CH2:35][NH:34][C:31]1[CH:30]=[CH:29][C:28]([O:27][C:26]([F:25])([F:39])[F:40])=[CH:33][CH:32]=1. The yield is 0.310. (6) The reactants are Cl.[NH2:2][C@H:3]1[CH2:8][CH2:7][C@H:6]([OH:9])[CH2:5][CH2:4]1.[C:10]([O:14][C:15](O[C:15]([O:14][C:10]([CH3:13])([CH3:12])[CH3:11])=[O:16])=[O:16])([CH3:13])([CH3:12])[CH3:11].[OH-].[Na+].O. The catalyst is O1CCOCC1. The product is [C:10]([O:14][C:15](=[O:16])[NH:2][CH:3]1[CH2:8][CH2:7][CH:6]([OH:9])[CH2:5][CH2:4]1)([CH3:13])([CH3:12])[CH3:11]. The yield is 0.740. (7) The reactants are Cl[C:2]1[N:3]=[CH:4][C:5]2[N:6]([CH3:21])[C:7](=[O:20])[C:8]3([CH2:19][CH2:18]3)[CH2:9][N:10]([CH:13]3[CH2:17][CH2:16][CH2:15][CH2:14]3)[C:11]=2[N:12]=1.[NH2:22][C:23]1[CH:36]=[CH:35][C:26]([C:27]([NH:29][CH2:30][CH2:31][N:32]([CH3:34])[CH3:33])=[O:28])=[CH:25][C:24]=1[Cl:37].C(=O)([O-])[O-].[Cs+].[Cs+].CC1(C)C2C(=C(P(C3C=CC=CC=3)C3C=CC=CC=3)C=CC=2)OC2C(P(C3C=CC=CC=3)C3C=CC=CC=3)=CC=CC1=2. The catalyst is O1CCOCC1.C(Cl)Cl. The product is [Cl:37][C:24]1[CH:25]=[C:26]([CH:35]=[CH:36][C:23]=1[NH:22][C:2]1[N:3]=[CH:4][C:5]2[N:6]([CH3:21])[C:7](=[O:20])[C:8]3([CH2:19][CH2:18]3)[CH2:9][N:10]([CH:13]3[CH2:14][CH2:15][CH2:16][CH2:17]3)[C:11]=2[N:12]=1)[C:27]([NH:29][CH2:30][CH2:31][N:32]([CH3:34])[CH3:33])=[O:28]. The yield is 0.0300. (8) The reactants are [N:1]12[CH2:8][CH2:7][CH:4]([CH2:5][CH2:6]1)[C@@H:3]([NH:9][CH2:10][CH2:11][CH2:12][N:13]1[C:21]3[C:16](=[CH:17][CH:18]=[CH:19][C:20]=3[C:22]([O:24]C)=[O:23])[CH:15]=[CH:14]1)[CH2:2]2.O.[OH-].[Li+:28]. The catalyst is O1CCCC1.O. The product is [N:1]12[CH2:8][CH2:7][CH:4]([CH2:5][CH2:6]1)[C@@H:3]([NH:9][CH2:10][CH2:11][CH2:12][N:13]1[C:21]3[C:16](=[CH:17][CH:18]=[CH:19][C:20]=3[C:22]([O-:24])=[O:23])[CH:15]=[CH:14]1)[CH2:2]2.[Li+:28]. The yield is 1.00. (9) The reactants are [O:1]=[C:2]1[NH:6][C:5]2[CH:7]=[CH:8][CH:9]=[C:10]([C:11]([O:13]C)=O)[C:4]=2[NH:3]1.[CH2:15]([Mg]Br)[CH3:16].[CH2:19](OCC)[CH3:20].Cl. The catalyst is O1CCCC1.CO. The product is [CH2:19]([C:11]([C:10]1[C:4]2[NH:3][C:2](=[O:1])[NH:6][C:5]=2[CH:7]=[CH:8][CH:9]=1)([OH:13])[CH2:15][CH3:16])[CH3:20]. The yield is 0.790.